This data is from Peptide-MHC class II binding affinity with 134,281 pairs from IEDB. The task is: Regression. Given a peptide amino acid sequence and an MHC pseudo amino acid sequence, predict their binding affinity value. This is MHC class II binding data. (1) The peptide sequence is VVAPQLPADLMIRII. The MHC is HLA-DQA10301-DQB10302 with pseudo-sequence HLA-DQA10301-DQB10302. The binding affinity (normalized) is 0.250. (2) The peptide sequence is EMILLTMKNKAWMVH. The MHC is DRB1_0301 with pseudo-sequence DRB1_0301. The binding affinity (normalized) is 0.834. (3) The peptide sequence is LGSQEGAMHTALTGA. The MHC is DRB5_0101 with pseudo-sequence DRB5_0101. The binding affinity (normalized) is 0.392. (4) The peptide sequence is NKGILVTVNPIASTN. The MHC is DRB1_0901 with pseudo-sequence DRB1_0901. The binding affinity (normalized) is 0.383. (5) The peptide sequence is DLPVWLSWQVAKAGL. The MHC is HLA-DQA10501-DQB10402 with pseudo-sequence HLA-DQA10501-DQB10402. The binding affinity (normalized) is 0.770. (6) The peptide sequence is TLWQRPLVTIKIGGQLTEAL. The MHC is DRB4_0101 with pseudo-sequence DRB4_0103. The binding affinity (normalized) is 0.300.